This data is from Full USPTO retrosynthesis dataset with 1.9M reactions from patents (1976-2016). The task is: Predict the reactants needed to synthesize the given product. (1) The reactants are: Br[C:2]1[CH:15]=[CH:14][CH:13]=[CH:12][C:3]=1[CH2:4][NH:5][C:6](=[O:11])[C:7]([F:10])([F:9])[F:8].CC1(C)C(C)(C)OB([C:24]2[CH:30]=[CH:29][C:27]([NH2:28])=[CH:26][CH:25]=2)O1.C1C=CC(P(C2C=CC=CC=2)C2C=CC=CC=2)=CC=1.C([O-])([O-])=O.[K+].[K+]. Given the product [NH2:28][C:27]1[CH:29]=[CH:30][C:24]([C:2]2[CH:15]=[CH:14][CH:13]=[CH:12][C:3]=2[CH2:4][NH:5][C:6](=[O:11])[C:7]([F:10])([F:9])[F:8])=[CH:25][CH:26]=1, predict the reactants needed to synthesize it. (2) Given the product [CH2:1]([N:8]1[CH:12]=[C:11]([C:13]2[CH:18]=[CH:17][C:16]([NH2:19])=[CH:15][C:14]=2[O:22][CH:23]([F:25])[F:24])[CH:10]=[N:9]1)[C:2]1[CH:3]=[CH:4][CH:5]=[CH:6][CH:7]=1, predict the reactants needed to synthesize it. The reactants are: [CH2:1]([N:8]1[CH:12]=[C:11]([C:13]2[CH:18]=[CH:17][C:16]([N+:19]([O-])=O)=[CH:15][C:14]=2[O:22][CH:23]([F:25])[F:24])[CH:10]=[N:9]1)[C:2]1[CH:7]=[CH:6][CH:5]=[CH:4][CH:3]=1.[Cl-].[NH4+]. (3) The reactants are: [NH2:1][C:2]1[C:3]([Br:11])=[C:4]([CH:8]=[CH:9][CH:10]=1)[C:5]([OH:7])=[O:6].OS(O)(=O)=O.[CH3:17]O. Given the product [NH2:1][C:2]1[C:3]([Br:11])=[C:4]([CH:8]=[CH:9][CH:10]=1)[C:5]([O:7][CH3:17])=[O:6], predict the reactants needed to synthesize it. (4) Given the product [F:13][C:11]([F:12])([F:14])[C:9]1[CH:8]=[C:7]([C@H:15]([O:17][C@@H:18]2[C@@H:23]([C:24]3[CH:25]=[CH:26][CH:27]=[CH:28][CH:29]=3)[C@H:22]([CH:30]3[O:43][C:42](=[O:44])[N:37]4[CH2:41][CH2:40][CH2:39][CH:38]34)[CH2:21][CH2:20][O:19]2)[CH3:16])[CH:6]=[C:5]([C:4]([F:36])([F:35])[F:3])[CH:10]=1, predict the reactants needed to synthesize it. The reactants are: [H-].[Na+].[F:3][C:4]([F:36])([F:35])[C:5]1[CH:6]=[C:7]([C@H:15]([O:17][C@@H:18]2[C@@H:23]([C:24]3[CH:29]=[CH:28][CH:27]=[CH:26][CH:25]=3)[C@H:22]([C@H:30]3CCN3C)[CH2:21][CH2:20][O:19]2)[CH3:16])[CH:8]=[C:9]([C:11]([F:14])([F:13])[F:12])[CH:10]=1.[N:37]1([C:42]([O-:44])=[O:43])[CH2:41][CH2:40][CH2:39][CH2:38]1.O.